Dataset: Kir2.1 potassium channel HTS with 301,493 compounds. Task: Binary Classification. Given a drug SMILES string, predict its activity (active/inactive) in a high-throughput screening assay against a specified biological target. The result is 0 (inactive). The drug is S(CC(=O)NCc1cc2OCOc2cc1)c1oc2c(n1)cccc2.